This data is from Catalyst prediction with 721,799 reactions and 888 catalyst types from USPTO. The task is: Predict which catalyst facilitates the given reaction. (1) The catalyst class is: 196. Product: [Cl:28][C:25]1[CH:26]=[CH:27][C:22]([C@H:15]2[C@H:16]([OH:21])[C@@H:17]([OH:20])[C@H:18]([OH:19])[C@@H:13]([CH2:12][F:40])[O:14]2)=[CH:23][C:24]=1[CH2:29][C:30]1[S:31][C:32]([C:35]2[O:36][CH:37]=[CH:38][CH:39]=2)=[CH:33][N:34]=1. Reactant: CC1C=CC(S(O[CH2:12][C@@H:13]2[C@@H:18]([OH:19])[C@H:17]([OH:20])[C@@H:16]([OH:21])[C@H:15]([C:22]3[CH:27]=[CH:26][C:25]([Cl:28])=[C:24]([CH2:29][C:30]4[S:31][C:32]([C:35]5[O:36][CH:37]=[CH:38][CH:39]=5)=[CH:33][N:34]=4)[CH:23]=3)[O:14]2)(=O)=O)=CC=1.[F-:40].[K+].O. (2) Reactant: [CH2:1]([O:3][C:4]([N:6]1[CH2:11][CH2:10][C:9]2[C:12]([C:26]#[N:27])=[C:13]([NH:15][C:16]([C:18]3[CH:23]=[CH:22][CH:21]=[C:20]([O:24]C)[CH:19]=3)=[O:17])[S:14][C:8]=2[CH2:7]1)=[O:5])[CH3:2].B(Br)(Br)Br. Product: [CH2:1]([O:3][C:4]([N:6]1[CH2:11][CH2:10][C:9]2[C:12]([C:26]#[N:27])=[C:13]([NH:15][C:16]([C:18]3[CH:23]=[CH:22][CH:21]=[C:20]([OH:24])[CH:19]=3)=[O:17])[S:14][C:8]=2[CH2:7]1)=[O:5])[CH3:2]. The catalyst class is: 4.